This data is from Full USPTO retrosynthesis dataset with 1.9M reactions from patents (1976-2016). The task is: Predict the reactants needed to synthesize the given product. (1) Given the product [NH2:1][C:4]1[CH:5]=[C:6]([CH:9]=[C:10]([C:12]([F:13])([F:14])[F:15])[CH:11]=1)[C:7]#[N:8], predict the reactants needed to synthesize it. The reactants are: [N+:1]([C:4]1[CH:5]=[C:6]([CH:9]=[C:10]([C:12]([F:15])([F:14])[F:13])[CH:11]=1)[C:7]#[N:8])([O-])=O.C(O)(=O)C.[Sn](Cl)Cl. (2) Given the product [F:1][C:2]1[CH:10]=[CH:9][C:5]([C:6]([OH:8])=[O:7])=[C:4]([CH3:15])[CH:3]=1, predict the reactants needed to synthesize it. The reactants are: [F:1][C:2]1[CH:10]=[CH:9][C:5]([C:6]([O-:8])=[O:7])=[C:4](OC)[CH:3]=1.[OH-].[Na+].[CH3:15]O. (3) Given the product [F:31][C:25]1[CH:26]=[CH:27][CH:28]=[C:29]([F:30])[C:24]=1[CH:22]1[O:21][N:20]=[C:19]([C:17]2[N:1]=[C:2]([CH:3]3[CH2:8][O:7][N:6]([C:9]([O:11][CH2:12][CH3:13])=[O:10])[CH2:5][CH2:4]3)[S:14][CH:16]=2)[CH2:23]1, predict the reactants needed to synthesize it. The reactants are: [NH2:1][C:2](=[S:14])[CH:3]1[CH2:8][O:7][N:6]([C:9]([O:11][CH2:12][CH3:13])=[O:10])[CH2:5][CH2:4]1.Br[CH2:16][C:17]([C:19]1[CH2:23][CH:22]([C:24]2[C:29]([F:30])=[CH:28][CH:27]=[CH:26][C:25]=2[F:31])[O:21][N:20]=1)=O. (4) Given the product [OH:33][C:30]([CH3:32])([CH3:31])[CH2:29][N:16]1[C:17]2[C:26]3[CH:25]=[CH:24][CH:23]=[CH:22][C:21]=3[N:20]=[C:19]([NH2:27])[C:18]=2[N:28]=[C:15]1[CH2:14][N:10]([O:11][CH3:12])[CH3:9], predict the reactants needed to synthesize it. The reactants are: C(N(CC)CC)C.Cl.[CH3:9][NH:10][O:11][CH3:12].Cl[CH2:14][C:15]1[N:16]([CH2:29][C:30]([OH:33])([CH3:32])[CH3:31])[C:17]2[C:26]3[CH:25]=[CH:24][CH:23]=[CH:22][C:21]=3[N:20]=[C:19]([NH2:27])[C:18]=2[N:28]=1.O. (5) Given the product [CH:26]1([CH2:25][N:8]([CH:9]2[CH2:14][CH2:13][NH:12][CH2:11][CH2:10]2)[C:6](=[O:7])[O:5][C:1]([CH3:4])([CH3:2])[CH3:3])[CH2:28][CH2:27]1, predict the reactants needed to synthesize it. The reactants are: [C:1]([O:5][C:6]([N:8]([CH2:25][CH:26]1[CH2:28][CH2:27]1)[CH:9]1[CH2:14][CH2:13][N:12](C(OCC2C=CC=CC=2)=O)[CH2:11][CH2:10]1)=[O:7])([CH3:4])([CH3:3])[CH3:2].